Dataset: M1 muscarinic receptor agonist screen with 61,833 compounds. Task: Binary Classification. Given a drug SMILES string, predict its activity (active/inactive) in a high-throughput screening assay against a specified biological target. (1) The compound is Clc1cc(N2C(N3C(CCC3)C2=O)c2cc(OC)c(OC)cc2)c(OC)cc1. The result is 0 (inactive). (2) The compound is O(c1cc(C(=O)Nc2ccc(N3CCN(CC3)C)cc2)ccc1)Cc1ccccc1. The result is 0 (inactive).